This data is from Forward reaction prediction with 1.9M reactions from USPTO patents (1976-2016). The task is: Predict the product of the given reaction. The product is: [Cl:26][C:25]1[C:20]([CH2:19][C@@H:15]2[CH2:16][CH2:10][N:9]([CH:39]3[CH2:40][CH2:41][C:42]4[C:37](=[CH:36][NH:35][N:34]=4)[CH2:38]3)[C:14]2=[O:33])=[C:21]([F:32])[C:22]([F:31])=[C:23]([C:27]([F:30])([F:28])[F:29])[CH:24]=1. Given the reactants C([C@@H]1CO[C:10](=O)[N:9]1[C:14](=[O:33])[C@H:15]([CH2:19][C:20]1[C:25]([Cl:26])=[CH:24][C:23]([C:27]([F:30])([F:29])[F:28])=[C:22]([F:31])[C:21]=1[F:32])[CH2:16]C=O)C1C=CC=CC=1.[N:34]1[NH:35][CH:36]=[C:37]2[C:42]=1[CH2:41][CH2:40][CH:39](N)[CH2:38]2.CC(O)=O.C(O[BH-](OC(=O)C)OC(=O)C)(=O)C.[Na+], predict the reaction product.